This data is from Forward reaction prediction with 1.9M reactions from USPTO patents (1976-2016). The task is: Predict the product of the given reaction. (1) Given the reactants [Cl:1][C:2]1[C:3](I)=[CH:4][C:5]([NH:8][C@H:9]2[CH2:14][CH2:13][C@H:12]([CH2:15][NH:16][C:17](=[O:23])[O:18][C:19]([CH3:22])([CH3:21])[CH3:20])[CH2:11][CH2:10]2)=[N:6][CH:7]=1.[F:25][C:26]1[CH:31]=[CH:30][CH:29]=[C:28](B2OC(C)(C)C(C)(C)O2)[N:27]=1.C(Cl)Cl.C(=O)([O-])[O-].[Na+].[Na+], predict the reaction product. The product is: [Cl:1][C:2]1[C:3]([C:28]2[CH:29]=[CH:30][CH:31]=[C:26]([F:25])[N:27]=2)=[CH:4][C:5]([NH:8][C@H:9]2[CH2:14][CH2:13][C@H:12]([CH2:15][NH:16][C:17](=[O:23])[O:18][C:19]([CH3:22])([CH3:21])[CH3:20])[CH2:11][CH2:10]2)=[N:6][CH:7]=1. (2) Given the reactants [NH2:1][C:2]1[S:3][C:4]2[N:5]=[C:6]([NH:11][C:12]3[CH:13]=[C:14]([NH:19][C:20](=[O:32])[C:21]4[CH:26]=[CH:25][CH:24]=[C:23]([C:27]([C:30]#[N:31])([CH3:29])[CH3:28])[CH:22]=4)[CH:15]=[CH:16][C:17]=3[CH3:18])[N:7]=[CH:8][C:9]=2[N:10]=1.[C:33](Cl)(=[O:42])[CH:34]=[CH:35][C:36]1[CH:41]=[CH:40][CH:39]=[CH:38][CH:37]=1.C(=O)([O-])O.[Na+], predict the reaction product. The product is: [C:30]([C:27]([C:23]1[CH:22]=[C:21]([CH:26]=[CH:25][CH:24]=1)[C:20]([NH:19][C:14]1[CH:15]=[CH:16][C:17]([CH3:18])=[C:12]([NH:11][C:6]2[N:7]=[CH:8][C:9]3[N:10]=[C:2]([NH:1][C:33](=[O:42])/[CH:34]=[CH:35]/[C:36]4[CH:41]=[CH:40][CH:39]=[CH:38][CH:37]=4)[S:3][C:4]=3[N:5]=2)[CH:13]=1)=[O:32])([CH3:29])[CH3:28])#[N:31]. (3) Given the reactants I.[Br:2][C:3]1[CH:4]=[C:5]2[C:10]([NH:11][CH:12]3[C:16]([CH3:18])([CH3:17])[CH2:15][NH:14][CH2:13]3)=[C:9]([C:19]([NH2:21])=[O:20])[CH:8]=[N:7][N:6]2[CH:22]=1.[C:23]([C:25]1([C:28](O)=[O:29])[CH2:27][CH2:26]1)#[N:24].F[P-](F)(F)(F)(F)F.N1(O[P+](N(C)C)(N(C)C)N(C)C)C2C=CC=CC=2N=N1.CCN(C(C)C)C(C)C, predict the reaction product. The product is: [Br:2][C:3]1[CH:4]=[C:5]2[C:10]([NH:11][CH:12]3[C:16]([CH3:17])([CH3:18])[CH2:15][N:14]([C:28]([C:25]4([C:23]#[N:24])[CH2:27][CH2:26]4)=[O:29])[CH2:13]3)=[C:9]([C:19]([NH2:21])=[O:20])[CH:8]=[N:7][N:6]2[CH:22]=1. (4) Given the reactants [NH2:1][C:2]1[N:7]=[C:6]([NH2:8])[C:5]([C:9]#[N:10])=[C:4]([NH:11][C@H:12]([C:14]2[N:23]([C:24]3[CH:29]=[CH:28][CH:27]=[CH:26][CH:25]=3)[C:22](=[O:30])[C:21]3[C:16](=[CH:17][CH:18]=[CH:19][C:20]=3Br)[N:15]=2)[CH3:13])[N:3]=1.C1(C(N)C2CCCCC2)CCCCC1.[CH2:46]([OH:49])[CH:47]=[CH2:48].CCOC(C)=O, predict the reaction product. The product is: [NH2:1][C:2]1[N:7]=[C:6]([NH2:8])[C:5]([C:9]#[N:10])=[C:4]([NH:11][C@H:12]([C:14]2[N:23]([C:24]3[CH:29]=[CH:28][CH:27]=[CH:26][CH:25]=3)[C:22](=[O:30])[C:21]3[C:16](=[CH:17][CH:18]=[CH:19][C:20]=3[CH2:48][CH2:47][CH:46]=[O:49])[N:15]=2)[CH3:13])[N:3]=1. (5) The product is: [CH2:45]([O:22][CH2:18][C@@H:52]1[CH2:57][CH2:56][CH2:55][N:54]([CH2:58][C@@H:59]2[CH2:64][CH2:63][CH2:62][CH2:61][C@H:60]2[NH:65][C:10](=[O:12])[C:9]2[CH:13]=[CH:14][C:6]([N:1]3[CH2:2][CH2:3][CH2:4][CH2:5]3)=[N:7][CH:8]=2)[CH2:53]1)[CH3:47]. Given the reactants [N:1]1([C:6]2[CH:14]=[CH:13][C:9]([C:10]([OH:12])=O)=[CH:8][N:7]=2)[CH2:5][CH2:4][CH2:3][CH2:2]1.CN([C:18]([O:22]N1N=NC2C=CC=NC1=2)=[N+](C)C)C.F[P-](F)(F)(F)(F)F.C(N([CH:45]([CH3:47])C)CC)(C)C.Cl.C(O[C@@H:52]1[CH2:57][CH2:56][CH2:55][N:54]([CH2:58][C@@H:59]2[CH2:64][CH2:63][CH2:62][CH2:61][C@H:60]2[NH2:65])[CH2:53]1)C, predict the reaction product. (6) Given the reactants Cl[C:2]1[C:11]2[C:6](=[CH:7][C:8]([S:12]([O:15][C:16]3[C:21]([F:22])=[C:20]([F:23])[C:19]([F:24])=[C:18]([F:25])[C:17]=3[F:26])(=[O:14])=[O:13])=[CH:9][CH:10]=2)[CH:5]=[CH:4][N:3]=1.[F:27][C:28]1[CH:29]=[C:30]([C:35]2[CH:40]=[CH:39][C:38](B(O)O)=[C:37]([O:44][CH3:45])[CH:36]=2)[CH:31]=[C:32]([F:34])[CH:33]=1.C(=O)([O-])[O-].[K+].[K+], predict the reaction product. The product is: [F:27][C:28]1[CH:29]=[C:30]([C:35]2[CH:40]=[CH:39][C:38]([C:2]3[C:11]4[C:6](=[CH:7][C:8]([S:12]([O:15][C:16]5[C:21]([F:22])=[C:20]([F:23])[C:19]([F:24])=[C:18]([F:25])[C:17]=5[F:26])(=[O:14])=[O:13])=[CH:9][CH:10]=4)[CH:5]=[CH:4][N:3]=3)=[C:37]([O:44][CH3:45])[CH:36]=2)[CH:31]=[C:32]([F:34])[CH:33]=1.